Dataset: Retrosynthesis with 50K atom-mapped reactions and 10 reaction types from USPTO. Task: Predict the reactants needed to synthesize the given product. (1) The reactants are: Cc1ccc(S(=O)(=O)O)cc1.O=Cc1cc([N+](=O)[O-])ccc1Cl. Given the product O=[N+]([O-])c1ccc(Cl)c(C2OCCO2)c1, predict the reactants needed to synthesize it. (2) Given the product COc1cccc2c(N[C@H](C)c3ccc(Cl)cc3)cc(C)nc12, predict the reactants needed to synthesize it. The reactants are: COc1cccc2c(Cl)cc(C)nc12.C[C@@H](N)c1ccc(Cl)cc1. (3) Given the product CC1(C)[C@H](C=C(Cl)Cl)[C@@H]1C(=O)O[C@@H]1C[C@@H](Cc2ccc(F)cc2)c2ccccc21, predict the reactants needed to synthesize it. The reactants are: CC1(C)[C@H](C=C(Cl)Cl)[C@@H]1C(=O)Cl.O[C@@H]1C[C@@H](Cc2ccc(F)cc2)c2ccccc21.